This data is from Forward reaction prediction with 1.9M reactions from USPTO patents (1976-2016). The task is: Predict the product of the given reaction. (1) Given the reactants C(=O)([O-])[O-].[Na+].[Na+].[F:7][C:8]([F:19])([F:18])[C:9]1[C:14](B(O)O)=[CH:13][CH:12]=[CH:11][N:10]=1.[Cl:20][C:21]1[C:26]([C:27]2[CH:32]=[CH:31][N:30]=[C:29]([CH3:33])[CH:28]=2)=[CH:25][N:24]=[C:23]([N:34]2[CH2:39][C@H:38]([CH3:40])[O:37][C@H:36]([CH3:41])[CH2:35]2)[N:22]=1, predict the reaction product. The product is: [ClH:20].[CH3:40][C@H:38]1[O:37][C@@H:36]([CH3:41])[CH2:35][N:34]([C:23]2[N:24]=[C:25]([C:14]3[C:9]([C:8]([F:19])([F:18])[F:7])=[N:10][CH:11]=[CH:12][CH:13]=3)[C:26]([C:27]3[CH:32]=[CH:31][N:30]=[C:29]([CH3:33])[CH:28]=3)=[CH:21][N:22]=2)[CH2:39]1. (2) Given the reactants [OH:1][C:2]1[C:6]([CH2:7][CH2:8][C:9]([O:11][CH2:12][CH3:13])=[O:10])=[CH:5][NH:4][N:3]=1.[C:22](O[C:22]([O:24][C:25]([CH3:28])([CH3:27])[CH3:26])=[O:23])([O:24][C:25]([CH3:28])([CH3:27])[CH3:26])=[O:23].[CH2:29](O)[C:30]1[CH:35]=[CH:34][CH:33]=[CH:32][CH:31]=1.C(P(CCCC)CCCC)CCC, predict the reaction product. The product is: [CH2:29]([O:1][C:2]1[C:6]([CH2:7][CH2:8][C:9]([O:11][CH2:12][CH3:13])=[O:10])=[CH:5][N:4]([C:22]([O:24][C:25]([CH3:26])([CH3:27])[CH3:28])=[O:23])[N:3]=1)[C:30]1[CH:35]=[CH:34][CH:33]=[CH:32][CH:31]=1. (3) Given the reactants [CH3:1][C:2]1[CH:6]=[C:5]([C:7]([OH:9])=O)[N:4]([C:10]2[CH:15]=[CH:14][CH:13]=[CH:12][CH:11]=2)[N:3]=1.C(Cl)(=O)C(Cl)=O.[NH2:22][C:23]1[CH:44]=[CH:43][C:26]([O:27][C:28]2[CH:29]=[CH:30][C:31]3[N:32]([CH:34]=[C:35]([NH:37][C:38]([CH:40]4[CH2:42][CH2:41]4)=[O:39])[N:36]=3)[CH:33]=2)=[CH:25][CH:24]=1.C(=O)([O-])O.[Na+], predict the reaction product. The product is: [CH:40]1([C:38]([NH:37][C:35]2[N:36]=[C:31]3[CH:30]=[CH:29][C:28]([O:27][C:26]4[CH:25]=[CH:24][C:23]([NH:22][C:7]([C:5]5[N:4]([C:10]6[CH:15]=[CH:14][CH:13]=[CH:12][CH:11]=6)[N:3]=[C:2]([CH3:1])[CH:6]=5)=[O:9])=[CH:44][CH:43]=4)=[CH:33][N:32]3[CH:34]=2)=[O:39])[CH2:41][CH2:42]1. (4) Given the reactants [S:1]1[C:5]2[CH:6]=[CH:7][CH:8]=[CH:9][C:4]=2[NH:3][CH2:2]1.NC1C=CC=CC=1S.C=O.[CH3:20][N:21]([CH3:39])[C:22]([C:24]1[CH:25]=[C:26]([CH:30]=[C:31]([C:35]([F:38])([F:37])[F:36])[C:32]=1[O:33][CH3:34])[C:27](Cl)=[O:28])=[O:23], predict the reaction product. The product is: [CH3:39][N:21]([CH3:20])[C:22]([C:24]1[CH:25]=[C:26]([CH:30]=[C:31]([C:35]([F:36])([F:38])[F:37])[C:32]=1[O:33][CH3:34])[C:27]([N:3]1[C:4]2[CH:9]=[CH:8][CH:7]=[CH:6][C:5]=2[S:1][CH2:2]1)=[O:28])=[O:23]. (5) Given the reactants [C:1]([O:4][C@@H:5]1[C@@H:10]([O:11][C:12](=[O:14])[CH3:13])[C@H:9]([O:15][C:16](=[O:18])[CH3:17])[C@@H:8]([CH2:19][O:20][C:21](=[O:23])[CH3:22])[O:7][C@H:6]1[O:24][C:25]1[C:29]([CH2:30][C:31]2[CH:36]=[CH:35][C:34]([O:37][CH2:38][CH2:39][C:40](=[O:48])[NH:41][C:42]([C:45](O)=[O:46])([CH3:44])[CH3:43])=[CH:33][C:32]=2[CH3:49])=[C:28]([CH:50]([CH3:52])[CH3:51])[NH:27][N:26]=1)(=[O:3])[CH3:2].[CH2:53]([N:60]1[CH2:65][CH2:64][NH:63][CH2:62][CH2:61]1)[C:54]1[CH:59]=[CH:58][CH:57]=[CH:56][CH:55]=1.ON1C2C=CC=CC=2N=N1.Cl.C(N=C=NCCCN(C)C)C, predict the reaction product. The product is: [C:1]([O:4][C@@H:5]1[C@@H:10]([O:11][C:12](=[O:14])[CH3:13])[C@H:9]([O:15][C:16](=[O:18])[CH3:17])[C@@H:8]([CH2:19][O:20][C:21](=[O:23])[CH3:22])[O:7][C@H:6]1[O:24][C:25]1[C:29]([CH2:30][C:31]2[CH:36]=[CH:35][C:34]([O:37][CH2:38][CH2:39][C:40](=[O:48])[NH:41][C:42]([C:45]([N:63]3[CH2:64][CH2:65][N:60]([CH2:53][C:54]4[CH:55]=[CH:56][CH:57]=[CH:58][CH:59]=4)[CH2:61][CH2:62]3)=[O:46])([CH3:43])[CH3:44])=[CH:33][C:32]=2[CH3:49])=[C:28]([CH:50]([CH3:52])[CH3:51])[NH:27][N:26]=1)(=[O:3])[CH3:2].